This data is from Reaction yield outcomes from USPTO patents with 853,638 reactions. The task is: Predict the reaction yield, written as a fraction of the theoretical maximum amount of product (1.0 means a 100% yield; for example, 0.34 means a 34% yield). (1) The reactants are Cl.CN.[CH2:4]([O:6][C:7]1[CH:8]=[C:9]([O:25][C:26]2[CH:27]=[N:28][C:29]([S:32]([CH3:35])(=[O:34])=[O:33])=[CH:30][CH:31]=2)[CH:10]=[C:11]2[C:15]=1[NH:14][C:13]([C:16]1[S:17][CH:18]([CH2:21][C:22](O)=[O:23])[CH2:19][N:20]=1)=[CH:12]2)[CH3:5].O[N:37]1[C:41]2C=CC=CC=2N=N1.Cl.C(N=C=NCCCN(C)C)C. The catalyst is CN(C)C=O.C(N(CC)CC)C. The product is [CH2:4]([O:6][C:7]1[CH:8]=[C:9]([O:25][C:26]2[CH:27]=[N:28][C:29]([S:32]([CH3:35])(=[O:34])=[O:33])=[CH:30][CH:31]=2)[CH:10]=[C:11]2[C:15]=1[NH:14][C:13]([C:16]1[S:17][CH:18]([CH2:21][C:22]([NH:37][CH3:41])=[O:23])[CH2:19][N:20]=1)=[CH:12]2)[CH3:5]. The yield is 0.990. (2) The reactants are [H-].[Na+].[CH3:3][C:4]1([CH3:12])[O:9][CH2:8][CH:7]([CH2:10][OH:11])[CH2:6][O:5]1.[CH2:13](Br)[C:14]1[CH:19]=[CH:18][CH:17]=[CH:16][CH:15]=1. The catalyst is O1CCCC1.[I-].C([N+](CCCC)(CCCC)CCCC)CCC.C(OCC)(=O)C. The product is [CH2:13]([O:11][CH2:10][CH:7]1[CH2:8][O:9][C:4]([CH3:12])([CH3:3])[O:5][CH2:6]1)[C:14]1[CH:19]=[CH:18][CH:17]=[CH:16][CH:15]=1. The yield is 0.800. (3) The reactants are [F:1][C:2]1[CH:7]=[CH:6][CH:5]=[CH:4][C:3]=1[CH2:8][CH2:9][C:10]1[CH:15]=[CH:14][N:13]=[CH:12][C:11]=1[O:16][CH3:17]. The catalyst is C(#N)C.C(Br)C1C=CC=CC=1. The product is [CH2:8]([N:13]1[CH2:14][CH2:15][C:10]([CH2:9][CH2:8][C:3]2[CH:4]=[CH:5][CH:6]=[CH:7][C:2]=2[F:1])=[C:11]([O:16][CH3:17])[CH2:12]1)[C:3]1[CH:4]=[CH:5][CH:6]=[CH:7][CH:2]=1. The yield is 0.800. (4) The reactants are [O-]Cl=O.[Na+].[CH3:5][C:6]1[CH2:15][CH2:14][C@@H:13]2[C@:8]([CH3:18])([CH2:9][CH2:10][CH2:11][C:12]2([CH3:17])[CH3:16])[C:7]=1[CH:19]=[O:20].[OH:21]O.CC#N. The catalyst is O.C(Cl)Cl. The product is [CH3:5][C:6]1[CH2:15][CH2:14][CH:13]2[C@:8]([CH3:18])([CH2:9][CH2:10][CH2:11][C:12]2([CH3:16])[CH3:17])[C:7]=1[C:19]([OH:21])=[O:20]. The yield is 0.890. (5) The reactants are [NH2:1][C:2]1[C:10]([Cl:11])=[CH:9][CH:8]=[CH:7][C:3]=1[C:4]([OH:6])=O.O=S(Cl)Cl.[Cl:16][C:17]1[CH:23]=[CH:22][CH:21]=[CH:20][C:18]=1[NH2:19].C(Cl)(Cl)Cl. The catalyst is C1C=CC=CC=1. The product is [NH2:1][C:2]1[C:10]([Cl:11])=[CH:9][CH:8]=[CH:7][C:3]=1[C:4]([NH:19][C:18]1[CH:20]=[CH:21][CH:22]=[CH:23][C:17]=1[Cl:16])=[O:6]. The yield is 0.780.